Dataset: Experimentally validated miRNA-target interactions with 360,000+ pairs, plus equal number of negative samples. Task: Binary Classification. Given a miRNA mature sequence and a target amino acid sequence, predict their likelihood of interaction. (1) The miRNA is hsa-miR-129-2-3p with sequence AAGCCCUUACCCCAAAAAGCAU. The protein sequence of the target gene is MAAAAAEQQQFYLLLGNLLSPDNVVRKQAEETYENIPGQSKITFLLQAIRNTTAAEEARQMAAVLLRRLLSSAFDEVYPALPSDVQTAIKSELLMIIQMETQSSMRKKVCDIAAELARNLIDEDGNNQWPEGLKFLFDSVSSQNVGLREAALHIFWNFPGIFGNQQQHYLDVIKRMLVQCMQDQEHPSIRTLSARATAAFILANEHNVALFKHFADLLPGFLQAVNDSCYQNDDSVLKSLVEIADTVPKYLRPHLEATLQLSLKLCGDTSLNNMQRQLALEVIVTLSETAAAMLRKHTNI.... Result: 0 (no interaction). (2) The miRNA is mmu-miR-466e-3p with sequence UAUACAUACACGCACACAUAAGA. The protein sequence of the target gene is MRSQGTCDNAAAMSGILKRKFEDVDASSPCSSARESDDEVSSSESADSGDSVNPSTSNHFTPSSILKREKRLRTKNVHFSCVTVYYFTRRQGFTSVPSQGGSTLGMSSRHNSVRQYTLGEFAREQERLHREMLREHLREEKLNSLKLKMTKNGTVESEEASTLTVDDISDDDIDLDNTEVDEYFFLQPLPTKKRRALLRASGVKKIDVDEKHELRAIRLSREDCGCDCRVFCDPETCTCSLAGIKCQVDRMSFPCGCTKEGCSNTAGRIEFNPIRVRTHFLHTIMKLELEKNREQQTPTL.... Result: 1 (interaction). (3) The miRNA is hsa-miR-6822-5p with sequence CAGGGAACCAGUUGGGGCUU. The protein sequence of the target gene is MATLKEKLIASVADDEAAVPNNKITVVGVGQVGMACAISILGKSLADELALVDVLEDKLKGEMMDLQHGSLFLQTPKIVADKDYSVTANSKIVVVTAGVRQQEGESRLNLVQRNVNVFKFIIPQIVKYSPDCTIIVVSNPVDILTYVTWKLSGLPKHRVIGSGCNLDSARFRYLMAEKLGIHPSSCHGWILGEHGDSSVAVWSGVNVAGVSLQELNPEMGTDNDSENWKEVHKMVVDSAYEVIKLKGYTNWAIGLSVADLIESMLKNLSRIHPVSTMVKGMYGIENEVFLSLPCILNARG.... Result: 0 (no interaction). (4) The miRNA is mmu-miR-693-3p with sequence GCAGCUUUCAGAUGUGGCUGUAA. The protein sequence of the target gene is MADADEGFGLAHTPLEPDAKDLPCDSKPESALGAPSKSPSSPQAAFTQQGMEGIKVFLHERELWLKFHEVGTEMIITKAGRRMFPSYKVKVTGLNPKTKYILLMDIVPADDHRYKFADNKWSVTGKAEPAMPGRLYVHPDSPATGAHWMRQLVSFQKLKLTNNHLDPFGHIILNSMHKYQPRLHIVKADENNGFGSKNTAFCTHVFPETAFIAVTSYQNHKITQLKIENNPFAKGFRGSDDMELHRMSRMQSKEYPVVPRSTVRQKVASNHSPFSSESRALSTSSNLGSQYQCENGVSGP.... Result: 0 (no interaction). (5) The miRNA is mmu-miR-3062-5p with sequence GGAGAAUGUAGUGUUACCGUGA. The protein sequence of the target gene is MIDLSFLTEEEQEAIMKVLQRDAALKRAEEERVRHLPEKIKDDQQLKNMSGQWFYEAKAKRHRDKIHGADIIRASMRKKRPQIAAEQSKDRENGAKESWVNNVNKDAFLPPELAGVVEEPEEDAAPASPSSSVVNPASSVIDMSQENTRKPNVSPEKRKNPFNSSKLPEGHSSQQTKNEQSKNGRTGLFQTSKEDELSESKEKSTVADTSIQKLEKSKQTLPGLSNGSQIKAPIPKARKMIYKSTDLNKDDNQSFPRQRTDSLKARGAPRGILKRNSSSSSTDSETLRYNHNFEPKSKIV.... Result: 0 (no interaction). (6) The miRNA is hsa-miR-5692a with sequence CAAAUAAUACCACAGUGGGUGU. The protein sequence of the target gene is MAANMYRVGDYVYFENSSSNPYLVRRIEELNKTANGNVEAKVVCLFRRRDISSSLNSLADSNAREFEEESKQPGVSEQQRHQLKHRELFLSRQFESLPATHIRGKCSVTLLNETDILSQYLEKEDCFFYSLVFDPVQKTLLADQGEIRVGCKYQAEIPDRLVEGESDNRNQQKMEMKVWDPDNPLTDRQIDQFLVVARAVGTFARALDCSSSIRQPSLHMSAAAASRDITLFHAMDTLQRNGYDLAKAMSTLVPQGGPVLCRDEMEEWSASEAMLFEEALEKYGKDFNDIRQDFLPWKSL.... Result: 0 (no interaction). (7) The miRNA is hsa-miR-218-1-3p with sequence AUGGUUCCGUCAAGCACCAUGG. The protein sequence of the target gene is MLRGRSLSVTSLGGLPQWEVEELPVEELLLFEVAWEVTNKVGGIYTVIQTKAKTTADEWGENYFLIGPYFEHNMKTQVEQCEPVNDAVRRAVDAMNKHGCQVHFGRWLIEGSPYVVLFDIGYSAWNLDRWKGDLWEACSVGIPYHDREANDMLIFGSLTAWFLKEVTDHADGKYVVAQFHEWQAGIGLILSRARKLPIATIFTTHATLLGRYLCAANIDFYNHLDKFNIDKEAGERQIYHRYCMERASVHCAHVFTTVSEITAIEAEHMLKRKPDVVTPNGLNVKKFSAVHEFQNLHAMY.... Result: 0 (no interaction). (8) The miRNA is hsa-miR-548aj-5p with sequence UGCAAAAGUAAUUGCAGUUUUUG. The protein sequence of the target gene is MPHEELPSLQRPRYGSIVDDERLSAEEMDERRRQNIAYEYLCHLEEAKRWMEVCLVEELPPTTELEEGLRNGVYLAKLAKFFAPKMVSEKKIYDVEQTRYKKSGLHFRHTDNTVQWLRAMESIGLPKIFYPETTDVYDRKNIPRMIYCIHALSLYLFKLGIAPQIQDLLGKVDFTEEEISNMRKELEKYGIQMPSFSKIGGILANELSVDEAALHAAVIAINEAVEKGIAEQTVVTLRNPNAVLTLVDDNLAPEYQKELWDAKKKKEENARLKNSCISEEERDAYEELLTQAEIQGNINK.... Result: 0 (no interaction). (9) The miRNA is mmu-miR-183-5p with sequence UAUGGCACUGGUAGAAUUCACU. The protein sequence of the target gene is MPGFDYKFLEKPKRRLLCPLCGKPMREPVQVSTCGHRFCDTCLQEFLSEGVFKCPEDQLPLDYAKIYPDPELEVQVLGLPIRCIHSEEGCRWSGPLRHLQGHLNTCSFNVIPCPNRCPMKLSRRDLPAHLQHDCPKRRLKCEFCGCDFSGEAYESHEGMCPQESVYCENKCGARMMRRLLAQHATSECPKRTQPCTYCTKEFVFDTIQSHQYQCPRLPVACPNQCGVGTVAREDLPGHLKDSCNTALVLCPFKDSGCKHRCPKLAMARHVEESVKPHLAMMCALVSRQRQELQELRRELE.... Result: 0 (no interaction). (10) The miRNA is cel-miR-59-3p with sequence UCGAAUCGUUUAUCAGGAUGAUG. The protein sequence of the target gene is MGTPHLQGFLLLFPLLLRLHGASAGSLHSPGLSECFQVNGADYRGHQNYTGPRGAGRPCLFWDQTQQHSYSSASDPQGRWGLGAHNFCRNPDGDVQPWCYVAETEEGIYWRYCDIPTCHMPGYLGCFVDSGAPPALSGPSGTSTKLTVQVCLRFCRMKGYQLAGVEAGYACFCGSESDLARGRPAPATDCDQICFGHPGQLCGGDGRLGIYEVSVGSCQGNWSAPQGVIYSPDFPDEYGPDRNCSWVLGQLGAVLELTFRLFELADSRDRLELRDVSSGNLLRAFDGAHPPPPGPLRLRT.... Result: 0 (no interaction).